From a dataset of Full USPTO retrosynthesis dataset with 1.9M reactions from patents (1976-2016). Predict the reactants needed to synthesize the given product. (1) The reactants are: [Br:1][C:2]1[CH:3]=[CH:4][C:5]([Cl:12])=[C:6]([C:8]([OH:11])([CH3:10])[CH3:9])[CH:7]=1.N1[C:18]([CH3:19])=[CH:17]C=CC=1C.FC(F)(F)S(O[Si:27](C)([CH3:29])[CH3:28])(=O)=O.[CH2:33](Cl)Cl. Given the product [Br:1][C:2]1[CH:3]=[CH:4][C:5]([Cl:12])=[C:6]([C:8]([CH3:10])([O:11][Si:27]([C:18]([CH3:17])([CH3:19])[CH3:33])([CH3:29])[CH3:28])[CH3:9])[CH:7]=1, predict the reactants needed to synthesize it. (2) Given the product [Br:17][C:9]1[C:10]([O:15][CH3:16])=[C:11]([Cl:14])[CH:12]=[CH:13][C:8]=1[I:25], predict the reactants needed to synthesize it. The reactants are: C(N[C:8]1[CH:13]=[CH:12][C:11]([Cl:14])=[C:10]([O:15][CH3:16])[C:9]=1[Br:17])(=O)C(C)(C)C.Cl.[OH-].[Na+].N([O-])=O.[Na+].[I-:25].[Na+].